This data is from Forward reaction prediction with 1.9M reactions from USPTO patents (1976-2016). The task is: Predict the product of the given reaction. (1) Given the reactants Br[C:2]1[CH:3]=[C:4]([CH:7]=[CH:8][C:9]=1[F:10])[C:5]#[N:6].[F:11][C:12]1[CH:17]=[CH:16][C:15]([N+:18]([O-:20])=[O:19])=[CH:14][C:13]=1B1OC(C)(C)C(C)(C)O1, predict the reaction product. The product is: [F:10][C:9]1[C:2]([C:13]2[CH:14]=[C:15]([N+:18]([O-:20])=[O:19])[CH:16]=[CH:17][C:12]=2[F:11])=[CH:3][C:4]([C:5]#[N:6])=[CH:7][CH:8]=1. (2) Given the reactants [CH3:1][O:2][CH:3]1[CH2:8][CH2:7][N:6]([CH2:9][CH2:10][O:11][C:12]2[CH:17]=[CH:16][C:15]([N+:18]([O-])=O)=[CH:14][C:13]=2[O:21][CH3:22])[CH2:5][CH2:4]1, predict the reaction product. The product is: [CH3:22][O:21][C:13]1[CH:14]=[C:15]([NH2:18])[CH:16]=[CH:17][C:12]=1[O:11][CH2:10][CH2:9][N:6]1[CH2:7][CH2:8][CH:3]([O:2][CH3:1])[CH2:4][CH2:5]1. (3) Given the reactants [N:1]1[CH:6]=[CH:5][C:4](/[CH:7]=[CH:8]/[C:9]2[C:17]3[C:12](=[CH:13][CH:14]=[C:15]([CH:18]=[C:19]4[C:27]5[C:22](=[CH:23][CH:24]=[CH:25][CH:26]=5)[NH:21][C:20]4=[O:28])[CH:16]=3)[N:11](COCC[Si](C)(C)C)[N:10]=2)=[CH:3][CH:2]=1.B(F)(F)F.CCOCC.[ClH:46], predict the reaction product. The product is: [ClH:46].[N:1]1[CH:6]=[CH:5][C:4](/[CH:7]=[CH:8]/[C:9]2[C:17]3[C:12](=[CH:13][CH:14]=[C:15]([CH:18]=[C:19]4[C:27]5[C:22](=[CH:23][CH:24]=[CH:25][CH:26]=5)[NH:21][C:20]4=[O:28])[CH:16]=3)[NH:11][N:10]=2)=[CH:3][CH:2]=1. (4) The product is: [CH3:18][C:10]1[CH:9]=[C:8]2[C:4]([C:5]([CH:11]3[CH2:15][C:14](=[O:16])[NH:13][C:12]3=[O:17])=[CH:6][NH:7]2)=[CH:3][CH:2]=1. Given the reactants F[C:2]1[CH:3]=[C:4]2[C:8](=[CH:9][CH:10]=1)[NH:7][CH:6]=[C:5]2[CH:11]1[CH2:15][C:14](=[O:16])[NH:13][C:12]1=[O:17].[CH3:18]C1C=C2C(C=CN2)=CC=1.C1(=O)NC(=O)C=C1, predict the reaction product. (5) Given the reactants [Cl:1][C:2]1[CH:7]=[CH:6][C:5]([CH:8]2[CH2:14][CH:13]3[NH:15][CH:10]([CH2:11][CH2:12]3)[CH:9]2[O:16][CH2:17][C:18]2[CH:23]=[CH:22][C:21]([C:24]3[C:25]([C:30]([O:32]C)=O)=[CH:26][CH:27]=[CH:28][CH:29]=3)=[CH:20][CH:19]=2)=[CH:4][CH:3]=1.[H-].[Al+3].[Li+].[H-].[H-].[H-].O.[CH3:41]COCC, predict the reaction product. The product is: [Cl:1][C:2]1[CH:7]=[CH:6][C:5]([CH:8]2[CH2:14][CH:13]3[NH:15][CH:10]([CH2:11][CH2:12]3)[CH:9]2[O:16][CH2:17][C:18]2[CH:23]=[CH:22][C:21]([C:24]3[CH:29]=[CH:28][CH:27]=[CH:26][C:25]=3[CH:30]([OH:32])[CH3:41])=[CH:20][CH:19]=2)=[CH:4][CH:3]=1. (6) Given the reactants [CH3:1][O:2][CH2:3][CH2:4][NH2:5].Cl.C(O[C:10]([C:12]1[CH:16]=[CH:15][S:14][CH:13]=1)=[NH:11])C.[O-]CC.[Na+].C([O:23][CH:24]=[C:25]([C:31](OCC)=O)[C:26]([O:28][CH2:29][CH3:30])=[O:27])C, predict the reaction product. The product is: [CH3:1][O:2][CH2:3][CH2:4][N:5]1[C:24](=[O:23])[C:25]([C:26]([O:28][CH2:29][CH3:30])=[O:27])=[CH:31][N:11]=[C:10]1[C:12]1[CH:16]=[CH:15][S:14][CH:13]=1.